Dataset: Full USPTO retrosynthesis dataset with 1.9M reactions from patents (1976-2016). Task: Predict the reactants needed to synthesize the given product. (1) Given the product [NH:17]1[CH2:15][CH2:18][CH2:19][C:20](=[O:30])[C:21]2[CH:22]=[CH:23][CH:24]=[CH:25][C:26]1=2, predict the reactants needed to synthesize it. The reactants are: S1C(S)=CC2C=CC=CC1=2.[H-].[Na+].ClC[C:15]([N:17]1[C:26]2[C:21](=[CH:22][CH:23]=[CH:24][CH:25]=2)[CH2:20][CH2:19][CH2:18]1)=O.C1C[O:30]CC1. (2) Given the product [Br:1][C:2]1[CH:3]=[CH:4][C:5]([C:8]2[NH:12][C:11]([C@:13]3([CH3:35])[CH2:17][CH2:16][CH2:15][NH:14]3)=[N:10][CH:9]=2)=[CH:6][CH:7]=1, predict the reactants needed to synthesize it. The reactants are: [Br:1][C:2]1[CH:7]=[CH:6][C:5]([C:8]2[NH:12][C:11]([C@:13]3([CH3:35])[CH2:17][CH2:16][CH2:15][N:14]3C(OCC3C4C=CC=CC=4C4C3=CC=CC=4)=O)=[N:10][CH:9]=2)=[CH:4][CH:3]=1.N1CCCCC1. (3) Given the product [CH3:1][C@H:2]1[CH2:6][CH2:5][CH2:4][N:3]1[C@H:7]1[CH2:11][CH2:10][N:9]([C:12]2[CH:13]=[C:14]3[C:19](=[CH:20][CH:21]=2)[CH2:18][N:17]([C:23]2[CH:24]=[N:25][C:26]4[C:31]([CH:32]=2)=[CH:30][CH:29]=[CH:28][CH:27]=4)[CH2:16][CH2:15]3)[CH2:8]1, predict the reactants needed to synthesize it. The reactants are: [CH3:1][C@H:2]1[CH2:6][CH2:5][CH2:4][N:3]1[C@H:7]1[CH2:11][CH2:10][N:9]([C:12]2[CH:13]=[C:14]3[C:19](=[CH:20][CH:21]=2)[CH2:18][NH:17][CH2:16][CH2:15]3)[CH2:8]1.Br[C:23]1[CH:24]=[N:25][C:26]2[C:31]([CH:32]=1)=[CH:30][CH:29]=[CH:28][CH:27]=2. (4) Given the product [Br:22][C:23]1[CH:31]=[CH:30][CH:29]=[C:28]2[C:24]=1[C:25](=[CH:20][C:3]1[NH:4][C:5]3[CH2:11][CH2:10][CH2:9][N:8]([CH2:12][CH2:13][N:14]4[CH2:15][CH2:16][CH2:17][CH2:18]4)[C:7](=[O:19])[C:6]=3[C:2]=1[CH3:1])[C:26](=[O:32])[NH:27]2, predict the reactants needed to synthesize it. The reactants are: [CH3:1][C:2]1[C:6]2[C:7](=[O:19])[N:8]([CH2:12][CH2:13][N:14]3[CH2:18][CH2:17][CH2:16][CH2:15]3)[CH2:9][CH2:10][CH2:11][C:5]=2[NH:4][C:3]=1[CH:20]=O.[Br:22][C:23]1[CH:31]=[CH:30][CH:29]=[C:28]2[C:24]=1[CH2:25][C:26](=[O:32])[NH:27]2. (5) Given the product [Si:5]([O:4][CH2:3][CH2:2][NH:37][C:23]1[CH:24]=[C:25]2[C:29](=[C:21]([CH:18]3[CH2:19][CH2:20]3)[CH:22]=1)[N:28]([C:30]1[CH:31]=[N:32][C:33]([CH3:36])=[CH:34][CH:35]=1)[CH:27]=[CH:26]2)([C:8]([CH3:11])([CH3:10])[CH3:9])([CH3:7])[CH3:6], predict the reactants needed to synthesize it. The reactants are: Br[CH2:2][CH2:3][O:4][Si:5]([C:8]([CH3:11])([CH3:10])[CH3:9])([CH3:7])[CH3:6].C(=O)([O-])[O-].[K+].[K+].[CH:18]1([C:21]2[CH:22]=[C:23]([NH2:37])[CH:24]=[C:25]3[C:29]=2[N:28]([C:30]2[CH:31]=[N:32][C:33]([CH3:36])=[CH:34][CH:35]=2)[CH:27]=[CH:26]3)[CH2:20][CH2:19]1.